From a dataset of Reaction yield outcomes from USPTO patents with 853,638 reactions. Predict the reaction yield, written as a fraction of the theoretical maximum amount of product (1.0 means a 100% yield; for example, 0.34 means a 34% yield). (1) The product is [CH3:1][N:2]([CH3:3])[CH2:12]/[CH:11]=[CH:10]/[C:9]([OH:8])=[O:14]. The catalyst is O1CCCC1. The yield is 0.672. The reactants are [CH3:1][NH:2][CH3:3].C[Si]([O:8][C:9](=[O:14])/[CH:10]=[CH:11]/[CH2:12]Br)(C)C. (2) The reactants are [Br:1][C:2]1[CH:23]=[C:22](/[CH:24]=[CH:25]/[CH:26]([C:31]2[CH:36]=[C:35]([Cl:37])[C:34]([Cl:38])=[C:33]([Cl:39])[CH:32]=2)[C:27]([F:30])([F:29])[F:28])[CH:21]=[CH:20][C:3]=1[C:4]([NH:6][CH:7]1[CH2:12][CH2:11][N:10](C(OC(C)(C)C)=O)[CH2:9][CH2:8]1)=[O:5]. The catalyst is Cl.O1CCOCC1. The product is [Br:1][C:2]1[CH:23]=[C:22](/[CH:24]=[CH:25]/[CH:26]([C:31]2[CH:32]=[C:33]([Cl:39])[C:34]([Cl:38])=[C:35]([Cl:37])[CH:36]=2)[C:27]([F:30])([F:28])[F:29])[CH:21]=[CH:20][C:3]=1[C:4]([NH:6][CH:7]1[CH2:12][CH2:11][NH:10][CH2:9][CH2:8]1)=[O:5]. The yield is 0.880.